This data is from Full USPTO retrosynthesis dataset with 1.9M reactions from patents (1976-2016). The task is: Predict the reactants needed to synthesize the given product. (1) Given the product [CH2:27]([N:26]([CH2:24][CH3:25])[CH2:29][CH2:30][O:31][C:32]1[CH:33]=[CH:34][C:35]([CH:36]=[C:15]2[CH2:14][CH2:13][CH2:12][C:11]3[CH:18]=[C:7]([N:6]4[CH2:5][C@H:4]([CH2:19][NH:20][C:21](=[O:23])[CH3:22])[O:3][C:2]4=[O:1])[CH:8]=[CH:9][C:10]=3[C:16]2=[O:17])=[CH:38][CH:39]=1)[CH3:28], predict the reactants needed to synthesize it. The reactants are: [O:1]=[C:2]1[N:6]([C:7]2[CH:8]=[CH:9][C:10]3[C:16](=[O:17])[CH2:15][CH2:14][CH2:13][CH2:12][C:11]=3[CH:18]=2)[CH2:5][C@H:4]([CH2:19][NH:20][C:21](=[O:23])[CH3:22])[O:3]1.[CH2:24]([N:26]([CH2:29][CH2:30][O:31][C:32]1[CH:39]=[CH:38][C:35]([CH:36]=O)=[CH:34][CH:33]=1)[CH2:27][CH3:28])[CH3:25].N1CCCCC1. (2) Given the product [C:2]([C:7]1[O:11][C:10]([CH2:12][N:13]2[CH:17]=[C:16]([NH:18][C:32]([C:28]3[N:29]=[CH:30][S:31][C:27]=3[C:23]3[CH:24]=[CH:25][CH:26]=[C:21]([C:20]([F:36])([F:19])[F:35])[CH:22]=3)=[O:33])[CH:15]=[N:14]2)=[CH:9][CH:8]=1)(=[O:6])[CH3:1], predict the reactants needed to synthesize it. The reactants are: [CH3:1][C:2]1([C:7]2[O:11][C:10]([CH2:12][N:13]3[CH:17]=[C:16]([NH2:18])[CH:15]=[N:14]3)=[CH:9][CH:8]=2)[O:6]CCO1.[F:19][C:20]([F:36])([F:35])[C:21]1[CH:22]=[C:23]([C:27]2[S:31][CH:30]=[N:29][C:28]=2[C:32](O)=[O:33])[CH:24]=[CH:25][CH:26]=1. (3) Given the product [CH3:12][O:1][CH2:2][C:3]([CH3:8])([CH3:7])[CH2:4][C:5]#[N:6], predict the reactants needed to synthesize it. The reactants are: [OH:1][CH2:2][C:3]([CH3:8])([CH3:7])[CH2:4][C:5]#[N:6].[H-].[Na+].I[CH3:12].O. (4) Given the product [CH3:1][S:2][C:3]1[N:8]=[CH:7][C:6]2=[CH:9][CH:10]=[C:11]([C:12]3[NH:13][CH:14]=[CH:15][CH:16]=3)[N:5]2[N:4]=1, predict the reactants needed to synthesize it. The reactants are: [CH3:1][S:2][C:3]1[N:8]=[CH:7][C:6]2=[CH:9][CH:10]=[C:11]([C:12]3[N:13](CCC#N)[CH:14]=[CH:15][CH:16]=3)[N:5]2[N:4]=1.C(O)(C(F)(F)F)=O.